From a dataset of Full USPTO retrosynthesis dataset with 1.9M reactions from patents (1976-2016). Predict the reactants needed to synthesize the given product. Given the product [N+:21]([C:16]1[CH:17]=[CH:18][CH:19]=[CH:20][C:15]=1[CH:13]([OH:14])[CH2:12][CH2:11][N:29]([CH3:27])[C:34]([C:47]1[CH:52]=[CH:51][CH:50]=[CH:49][CH:48]=1)([C:41]1[CH:46]=[CH:45][CH:44]=[CH:43][CH:42]=1)[C:35]1[CH:40]=[CH:39][CH:38]=[CH:37][CH:36]=1)([O-:23])=[O:22], predict the reactants needed to synthesize it. The reactants are: C1(C)C=CC(S(O[CH2:11][CH2:12][CH:13]([C:15]2[CH:20]=[CH:19][CH:18]=[CH:17][C:16]=2[N+:21]([O-:23])=[O:22])[OH:14])(=O)=O)=CC=1.CN.[CH2:27]([N:29](CC)CC)C.[C:34](Cl)([C:47]1[CH:52]=[CH:51][CH:50]=[CH:49][CH:48]=1)([C:41]1[CH:46]=[CH:45][CH:44]=[CH:43][CH:42]=1)[C:35]1[CH:40]=[CH:39][CH:38]=[CH:37][CH:36]=1.